Dataset: Forward reaction prediction with 1.9M reactions from USPTO patents (1976-2016). Task: Predict the product of the given reaction. Given the reactants [Cl:1][C:2]1[CH:3]=[C:4]([C:9]2[CH:14]=[C:13]([C:15]([F:18])([F:17])[F:16])[N:12]3[N:19]=[CH:20][C:21]([C:22]#[CH:23])=[C:11]3[N:10]=2)[CH:5]=[CH:6][C:7]=1[Cl:8].Br[C:25]1[S:29][C:28]([S:30]([NH2:33])(=[O:32])=[O:31])=[CH:27][CH:26]=1, predict the reaction product. The product is: [Cl:1][C:2]1[CH:3]=[C:4]([C:9]2[CH:14]=[C:13]([C:15]([F:16])([F:17])[F:18])[N:12]3[N:19]=[CH:20][C:21]([C:22]#[C:23][C:25]4[S:29][C:28]([S:30]([NH2:33])(=[O:32])=[O:31])=[CH:27][CH:26]=4)=[C:11]3[N:10]=2)[CH:5]=[CH:6][C:7]=1[Cl:8].